Dataset: Full USPTO retrosynthesis dataset with 1.9M reactions from patents (1976-2016). Task: Predict the reactants needed to synthesize the given product. (1) Given the product [F:12][C:13]1([F:19])[CH2:18][CH2:17][N:16]([C:2]2[CH:7]=[CH:6][C:5]([N+:8]([O-:10])=[O:9])=[CH:4][N:3]=2)[CH2:15][CH2:14]1, predict the reactants needed to synthesize it. The reactants are: Cl[C:2]1[CH:7]=[CH:6][C:5]([N+:8]([O-:10])=[O:9])=[CH:4][N:3]=1.Cl.[F:12][C:13]1([F:19])[CH2:18][CH2:17][NH:16][CH2:15][CH2:14]1.C(N(CC)C(C)C)(C)C. (2) Given the product [OH:1][CH:2]([C:4]1[CH:9]=[CH:8][C:7]([C:10]2[N:14]=[C:13]([C:15]3[O:19][N:18]=[C:17]([C:20]4[CH:25]=[CH:24][CH:23]=[CH:22][CH:21]=4)[C:16]=3[C:26]([F:28])([F:27])[F:29])[O:12][N:11]=2)=[C:6]([C:30]([F:32])([F:31])[F:33])[CH:5]=1)[CH2:3][N:34]1[CH2:39][CH2:38][CH2:37][C@H:36]([C:40]([OH:42])=[O:41])[CH2:35]1, predict the reactants needed to synthesize it. The reactants are: [O:1]1[CH2:3][CH:2]1[C:4]1[CH:9]=[CH:8][C:7]([C:10]2[N:14]=[C:13]([C:15]3[O:19][N:18]=[C:17]([C:20]4[CH:25]=[CH:24][CH:23]=[CH:22][CH:21]=4)[C:16]=3[C:26]([F:29])([F:28])[F:27])[O:12][N:11]=2)=[C:6]([C:30]([F:33])([F:32])[F:31])[CH:5]=1.[NH:34]1[CH2:39][CH2:38][CH2:37][C@H:36]([C:40]([O:42]CC)=[O:41])[CH2:35]1. (3) Given the product [Cl:1][CH2:2][CH2:3][CH2:4][CH2:5][C:6]([NH:9][CH2:10][C:11]1[N:15]=[C:14]([C:16]2[C:17]([NH:27][CH:28]3[CH2:33][CH2:32][O:31][CH2:30][CH2:29]3)=[C:18]3[CH:24]=[N:23][N:22]([CH2:25][CH3:26])[C:19]3=[N:20][CH:21]=2)[O:13][N:12]=1)=[O:7], predict the reactants needed to synthesize it. The reactants are: [Cl:1][CH2:2][CH2:3][CH2:4][CH2:5][C:6](Cl)=[O:7].[NH2:9][CH2:10][C:11]1[N:15]=[C:14]([C:16]2[CH:21]=[N:20][C:19]3[N:22]([CH2:25][CH3:26])[N:23]=[CH:24][C:18]=3[C:17]=2[NH:27][CH:28]2[CH2:33][CH2:32][O:31][CH2:30][CH2:29]2)[O:13][N:12]=1.C(N(C(C)C)CC)(C)C. (4) Given the product [CH3:1][NH:2][C:3]1[CH:8]=[CH:7][N:6]2[CH:11]=[C:12]([C:14]3[CH:19]=[CH:18][CH:17]=[C:16]([S:20][CH3:21])[CH:15]=3)[N:9]=[C:5]2[CH:4]=1, predict the reactants needed to synthesize it. The reactants are: [CH3:1][NH:2][C:3]1[CH:8]=[CH:7][N:6]=[C:5]([NH2:9])[CH:4]=1.Br[CH2:11][C:12]([C:14]1[CH:19]=[CH:18][CH:17]=[C:16]([S:20][CH3:21])[CH:15]=1)=O. (5) The reactants are: CO[C:3]([C:5]1[N:10]=[CH:9][C:8]2[N:11]=[CH:12][NH:13][C:7]=2[CH:6]=1)=[O:4].[N:14]1([CH2:20][CH2:21][NH2:22])[CH2:19][CH2:18][O:17][CH2:16][CH2:15]1. Given the product [N:14]1([CH2:20][CH2:21][NH:22][C:3]([C:5]2[N:10]=[CH:9][C:8]3[N:11]=[CH:12][NH:13][C:7]=3[CH:6]=2)=[O:4])[CH2:19][CH2:18][O:17][CH2:16][CH2:15]1, predict the reactants needed to synthesize it. (6) Given the product [CH2:1]([N:4]1[CH2:13][CH2:12][C:11]2[C:6](=[CH:7][CH:8]=[C:9]([F:16])[CH:10]=2)[C:5]1=[O:15])[CH:2]=[CH2:3], predict the reactants needed to synthesize it. The reactants are: [CH2:1]([N:4]1[CH2:13][CH2:12][C:11]2[C:6](=[CH:7][CH:8]=[C:9](Br)[CH:10]=2)[C:5]1=[O:15])[CH:2]=[CH2:3].[F:16]C1C=C2C(=CC=1)C(=O)NCC2. (7) Given the product [CH2:71]([O:70][CH2:69][CH2:68][CH2:67][O:21][C:18]1[CH:19]=[CH:20][C:15]([CH2:14][CH2:13][C:8]2[CH:9]=[CH:10][CH:11]=[C:12]3[C:7]=2[C:6]([O:22][C@@H:23]2[O:49][C@H:48]([CH2:50][O:51][C:52](=[O:57])[C:53]([CH3:56])([CH3:55])[CH3:54])[C@@H:40]([O:41][C:42](=[O:47])[C:43]([CH3:44])([CH3:45])[CH3:46])[C@H:32]([O:33][C:34](=[O:39])[C:35]([CH3:38])([CH3:37])[CH3:36])[C@H:24]2[O:25][C:26](=[O:31])[C:27]([CH3:28])([CH3:29])[CH3:30])=[N:5][N:4]3[CH2:3][CH2:2][O:1][C:58](=[O:61])[C:7]([CH3:12])([CH3:8])[CH3:6])=[CH:16][CH:17]=1)[C:72]1[CH:77]=[CH:76][CH:75]=[CH:74][CH:73]=1, predict the reactants needed to synthesize it. The reactants are: [OH:1][CH2:2][CH2:3][N:4]1[C:12]2[C:7](=[C:8]([CH2:13][CH2:14][C:15]3[CH:20]=[CH:19][C:18]([OH:21])=[CH:17][CH:16]=3)[CH:9]=[CH:10][CH:11]=2)[C:6]([O:22][C@@H:23]2[O:49][C@H:48]([CH2:50][O:51][C:52](=[O:57])[C:53]([CH3:56])([CH3:55])[CH3:54])[C@@H:40]([O:41][C:42](=[O:47])[C:43]([CH3:46])([CH3:45])[CH3:44])[C@H:32]([O:33][C:34](=[O:39])[C:35]([CH3:38])([CH3:37])[CH3:36])[C@H:24]2[O:25][C:26](=[O:31])[C:27]([CH3:30])([CH3:29])[CH3:28])=[N:5]1.[C:58](=[O:61])([O-])[O-].[Cs+].[Cs+].[I-].[Na+].Br[CH2:67][CH2:68][CH2:69][O:70][CH2:71][C:72]1[CH:77]=[CH:76][CH:75]=[CH:74][CH:73]=1. (8) Given the product [CH3:28][N:29]([CH2:20][CH2:19][CH2:18][C:16]1[CH:15]=[CH:14][C:13]2[C:9]([C:6]3[CH:5]=[CH:4][C:3]([C:2]([F:27])([F:1])[F:26])=[CH:8][CH:7]=3)=[N:10][S:11][C:12]=2[CH:17]=1)[CH2:30][CH2:31][OH:32], predict the reactants needed to synthesize it. The reactants are: [F:1][C:2]([F:27])([F:26])[C:3]1[CH:8]=[CH:7][C:6]([C:9]2[C:13]3[CH:14]=[CH:15][C:16]([CH2:18][CH2:19][CH2:20]OS(C)(=O)=O)=[CH:17][C:12]=3[S:11][N:10]=2)=[CH:5][CH:4]=1.[CH3:28][NH:29][CH2:30][CH2:31][OH:32]. (9) Given the product [CH2:1]([O:3][C:4]([C:6]1[C:7](/[CH:14]=[CH:15]/[N:16]([CH3:18])[CH3:17])=[N:8][C:9]([S:12][CH3:13])=[N:10][CH:11]=1)=[O:5])[CH3:2], predict the reactants needed to synthesize it. The reactants are: [CH2:1]([O:3][C:4]([C:6]1[C:7]([CH3:14])=[N:8][C:9]([S:12][CH3:13])=[N:10][CH:11]=1)=[O:5])[CH3:2].[CH3:15][N:16]([CH:18](OC)OC)[CH3:17].